From a dataset of Forward reaction prediction with 1.9M reactions from USPTO patents (1976-2016). Predict the product of the given reaction. (1) Given the reactants [Cl:1][C:2]1[N:3]=[C:4](Cl)[C:5]2[CH2:10][CH2:9][CH:8]([C:11]3[CH:16]=[CH:15][C:14]([F:17])=[CH:13][CH:12]=3)[C:6]=2[N:7]=1.[CH2:19]([Sn](CCCC)(CCCC)C=C)[CH2:20]CC.[NH2:34][CH2:35][CH2:36][O:37][C:38]1[CH:45]=[C:44]([N+:46]([O-:48])=[O:47])[CH:43]=[CH:42][C:39]=1[C:40]#[N:41], predict the reaction product. The product is: [Cl:1][C:2]1[N:3]=[C:4]([CH2:19][CH2:20][NH:34][CH2:35][CH2:36][O:37][C:38]2[CH:45]=[C:44]([N+:46]([O-:48])=[O:47])[CH:43]=[CH:42][C:39]=2[C:40]#[N:41])[C:5]2[CH2:10][CH2:9][CH:8]([C:11]3[CH:16]=[CH:15][C:14]([F:17])=[CH:13][CH:12]=3)[C:6]=2[N:7]=1. (2) Given the reactants [Br:1][C:2]1[CH:15]=[CH:14][C:5]2[N:6]=[C:7]([C@@H:9]3[CH2:12][C@H:11](O)[CH2:10]3)[S:8][C:4]=2[CH:3]=1.C(=O)([O-])[O-].[K+].[K+].FC(F)(F)S(OS(C(F)(F)F)(=O)=O)(=O)=O.[NH:37]1[CH2:42][CH2:41][CH:40]([CH2:43][OH:44])[CH2:39][CH2:38]1, predict the reaction product. The product is: [Br:1][C:2]1[CH:15]=[CH:14][C:5]2[N:6]=[C:7]([C@H:9]3[CH2:12][C@H:11]([N:37]4[CH2:42][CH2:41][CH:40]([CH2:43][OH:44])[CH2:39][CH2:38]4)[CH2:10]3)[S:8][C:4]=2[CH:3]=1. (3) Given the reactants C1(P(C2C=CC=CC=2)C2C=CC=C3C=2OC2C(P(C4C=CC=CC=4)C4C=CC=CC=4)=CC=CC=2C3(C)C)C=CC=CC=1.CCN(C(C)C)C(C)C.[CH2:52]([SH:54])[CH3:53].[Cl:55][C:56]1[CH:61]=[C:60]([O:62][CH3:63])[C:59](OS(C(F)(F)F)(=O)=O)=[C:58]([CH:72]=[O:73])[CH:57]=1, predict the reaction product. The product is: [Cl:55][C:56]1[CH:61]=[C:60]([O:62][CH3:63])[C:59]([S:54][CH2:52][CH3:53])=[C:58]([CH:57]=1)[CH:72]=[O:73]. (4) The product is: [C:1]([O:5][C:6]([NH:8][CH2:9][CH2:10][CH2:11][NH:12][C:13](=[O:41])/[CH:59]=[CH:58]/[C:56]1[C:55]([O:63][CH2:64][CH2:65][C:66]2[CH:71]=[CH:70][CH:69]=[CH:68][CH:67]=2)=[CH:54][CH:53]=[C:52]([CH2:51][S:50][C:44]2[C:45]([CH3:49])=[CH:46][CH:47]=[CH:48][C:43]=2[CH3:42])[N:57]=1)=[O:7])([CH3:4])([CH3:2])[CH3:3]. Given the reactants [C:1]([O:5][C:6]([NH:8][CH2:9][CH2:10][CH2:11][NH:12][C:13](=[O:41])/C=C/C1C(OCCC2C=CC=CC=2)=CC=C(CSC2C(Cl)=CC=CC=2Cl)N=1)=[O:7])([CH3:4])([CH3:3])[CH3:2].[CH3:42][C:43]1[CH:48]=[CH:47][CH:46]=[C:45]([CH3:49])[C:44]=1[S:50][CH2:51][C:52]1[N:57]=[C:56](/[CH:58]=[CH:59]/C(O)=O)[C:55]([O:63][CH2:64][CH2:65][C:66]2[CH:71]=[CH:70][CH:69]=[CH:68][CH:67]=2)=[CH:54][CH:53]=1, predict the reaction product. (5) The product is: [CH2:29]([CH:21]([CH2:22][CH2:23][CH2:24][CH3:25])[CH2:20][O:19][C:18]([N:1]1[CH2:6][CH2:5][CH:4]([CH2:7][OH:8])[CH2:3][CH2:2]1)=[O:37])[CH3:30]. Given the reactants [NH:1]1[CH2:6][CH2:5][CH:4]([CH2:7][OH:8])[CH2:3][CH2:2]1.C(N(CC)C(C)C)(C)C.[C:18](=O)([O-:37])[O:19][C:20]1[CH:25]=[CH:24][C:23]([N+]([O-])=O)=[CH:22][C:21]=1[CH2:29][CH:30](CC)CCCC.O, predict the reaction product. (6) Given the reactants [Cl:1][C:2]1[N:6]([CH2:7][C:8]([O:10]CC)=[O:9])[N:5]=[C:4]([C:13]([F:16])([F:15])[F:14])[CH:3]=1.[OH-].[Na+], predict the reaction product. The product is: [Cl:1][C:2]1[N:6]([CH2:7][C:8]([OH:10])=[O:9])[N:5]=[C:4]([C:13]([F:16])([F:14])[F:15])[CH:3]=1.